Dataset: Catalyst prediction with 721,799 reactions and 888 catalyst types from USPTO. Task: Predict which catalyst facilitates the given reaction. (1) Reactant: C(OC([N:8]1[CH2:27][CH2:26][CH2:25][C:10]2([N:13]([C:14]([O:16][CH2:17][C:18]3[CH:23]=[CH:22][CH:21]=[CH:20][CH:19]=3)=[O:15])[CH2:12][CH:11]2[CH3:24])[CH2:9]1)=O)(C)(C)C.FC(F)(F)C(O)=O.C(Cl)(Cl)Cl.[OH-].[Na+]. Product: [CH2:17]([O:16][C:14]([N:13]1[C:10]2([CH2:25][CH2:26][CH2:27][NH:8][CH2:9]2)[CH:11]([CH3:24])[CH2:12]1)=[O:15])[C:18]1[CH:19]=[CH:20][CH:21]=[CH:22][CH:23]=1. The catalyst class is: 22. (2) Reactant: Cl[C:2]1[N:7]=[C:6]([C:8]2[N:12]3[CH:13]=[CH:14][CH:15]=[CH:16][C:11]3=[N:10][C:9]=2[C:17]2[CH:18]=[CH:19][C:20]([O:34][CH3:35])=[C:21]([CH:33]=2)[C:22]([NH:24][C:25]2[C:30]([F:31])=[CH:29][CH:28]=[CH:27][C:26]=2[F:32])=[O:23])[CH:5]=[CH:4][N:3]=1.[CH3:36][O:37][C:38]1[CH:44]=[C:43]([N:45]2[CH2:50][CH2:49][N:48]([S:51]([CH3:54])(=[O:53])=[O:52])[CH2:47][CH2:46]2)[CH:42]=[CH:41][C:39]=1[NH2:40].C1(C)C=CC(S(O)(=O)=O)=CC=1.C(O)C(F)(F)F.N. Product: [F:32][C:26]1[CH:27]=[CH:28][CH:29]=[C:30]([F:31])[C:25]=1[NH:24][C:22](=[O:23])[C:21]1[CH:33]=[C:17]([C:9]2[N:10]=[C:11]3[CH:16]=[CH:15][CH:14]=[CH:13][N:12]3[C:8]=2[C:6]2[CH:5]=[CH:4][N:3]=[C:2]([NH:40][C:39]3[CH:41]=[CH:42][C:43]([N:45]4[CH2:46][CH2:47][N:48]([S:51]([CH3:54])(=[O:53])=[O:52])[CH2:49][CH2:50]4)=[CH:44][C:38]=3[O:37][CH3:36])[N:7]=2)[CH:18]=[CH:19][C:20]=1[O:34][CH3:35]. The catalyst class is: 100. (3) Reactant: [CH2:1]([O:8][C:9]1[CH:14]=[C:13]([CH2:15][CH3:16])[CH:12]=[CH:11][C:10]=1[O:17][C:18]1[CH:23]=[CH:22][C:21]([N+:24]([O-])=O)=[CH:20][C:19]=1[F:27])[C:2]1[CH:7]=[CH:6][CH:5]=[CH:4][CH:3]=1.[Sn](Cl)Cl.Cl.[OH-].[Na+]. Product: [CH2:1]([O:8][C:9]1[CH:14]=[C:13]([CH2:15][CH3:16])[CH:12]=[CH:11][C:10]=1[O:17][C:18]1[CH:23]=[CH:22][C:21]([NH2:24])=[CH:20][C:19]=1[F:27])[C:2]1[CH:3]=[CH:4][CH:5]=[CH:6][CH:7]=1. The catalyst class is: 28. (4) Reactant: [C:1]1([C:7]2[CH:12]=[CH:11][CH:10]=[C:9]([C:13]3[CH:18]=[CH:17][CH:16]=[CH:15][CH:14]=3)[C:8]=2[OH:19])[CH:6]=[CH:5][CH:4]=[CH:3][CH:2]=1.C(N(CC)CC)C.[C:27]([C:31]1[C:36]2[O:37][P:38](Cl)[O:39][C:40]3[C:45]([C:46]([CH3:49])([CH3:48])[CH3:47])=[CH:44][C:43]([O:50][CH3:51])=[CH:42][C:41]=3[C:35]=2[CH:34]=[C:33]([O:53][CH3:54])[CH:32]=1)([CH3:30])([CH3:29])[CH3:28]. Product: [C:13]1([C:9]2[CH:10]=[CH:11][CH:12]=[C:7]([C:1]3[CH:6]=[CH:5][CH:4]=[CH:3][CH:2]=3)[C:8]=2[O:19][P:38]2[O:39][C:40]3[C:45]([C:46]([CH3:49])([CH3:47])[CH3:48])=[CH:44][C:43]([O:50][CH3:51])=[CH:42][C:41]=3[C:35]3[CH:34]=[C:33]([O:53][CH3:54])[CH:32]=[C:31]([C:27]([CH3:30])([CH3:29])[CH3:28])[C:36]=3[O:37]2)[CH:14]=[CH:15][CH:16]=[CH:17][CH:18]=1. The catalyst class is: 11. (5) Reactant: [NH2:1][C:2]1[CH:16]=[CH:15][C:5]([CH2:6][P:7](=[O:14])([O:11][CH2:12][CH3:13])[O:8][CH2:9][CH3:10])=[CH:4][CH:3]=1.[Cl:17][C:18]1[CH:23]=[CH:22][C:21]([C:24]2[O:28][N:27]=[CH:26][C:25]=2[CH2:29][CH2:30][C:31](O)=[O:32])=[CH:20][CH:19]=1.O.ON1C2C=CC=CC=2N=N1.Cl.C(N=C=NCCCN(C)C)C. Product: [CH2:12]([O:11][P:7]([CH2:6][C:5]1[CH:4]=[CH:3][C:2]([NH:1][C:31](=[O:32])[CH2:30][CH2:29][C:25]2[CH:26]=[N:27][O:28][C:24]=2[C:21]2[CH:22]=[CH:23][C:18]([Cl:17])=[CH:19][CH:20]=2)=[CH:16][CH:15]=1)([O:8][CH2:9][CH3:10])=[O:14])[CH3:13]. The catalyst class is: 145.